This data is from Full USPTO retrosynthesis dataset with 1.9M reactions from patents (1976-2016). The task is: Predict the reactants needed to synthesize the given product. (1) Given the product [CH3:1][CH:2]1[CH2:3][CH2:4][CH:5]([C:8](=[O:14])[C:9]([O:11][CH2:12][CH2:13][C@H:23]([CH3:24])[CH2:22][CH2:21][CH:20]=[C:16]([CH3:17])[CH3:15])=[O:10])[CH2:6][CH2:7]1, predict the reactants needed to synthesize it. The reactants are: [CH3:1][CH:2]1[CH2:7][CH2:6][CH:5]([C:8](=[O:14])[C:9]([O:11][CH2:12][CH3:13])=[O:10])[CH2:4][CH2:3]1.[CH3:15][C@H:16]([CH2:20][CH2:21][CH:22]=[C:23](C)[CH3:24])[CH2:17]CO.O(C)[Na].O. (2) Given the product [C:14]1([C:5]2[C:4]([N+:1]([O-:3])=[O:2])=[CH:12][CH:11]=[CH:10][C:6]=2[C:7]([OH:9])=[O:8])[CH:19]=[CH:18][CH:17]=[CH:16][CH:15]=1, predict the reactants needed to synthesize it. The reactants are: [N+:1]([C:4]1[CH:5]=[C:6]([CH:10]=[CH:11][CH:12]=1)[C:7]([OH:9])=[O:8])([O-:3])=[O:2].Cl[C:14]1[CH:19]=[CH:18][CH:17]=[CH:16][CH:15]=1.C(P(C12CC3CC(CC(C3)C1)C2)C12CC3CC(CC(C3)C1)C2)CCC.C([O-])([O-])=O.[Cs+].[Cs+]. (3) Given the product [C:12]([O:11][C:9](=[O:10])[NH:30][C@@H:29]([C:20]1[CH:21]=[CH:22][C:23]([O:24][C:25]([F:28])([F:26])[F:27])=[C:18]([F:17])[CH:19]=1)[C:31]1[C:36]([F:37])=[CH:35][CH:34]=[CH:33][N:32]=1)([CH3:13])([CH3:14])[CH3:15], predict the reactants needed to synthesize it. The reactants are: [C:9](O[C:9]([O:11][C:12]([CH3:15])([CH3:14])[CH3:13])=[O:10])([O:11][C:12]([CH3:15])([CH3:14])[CH3:13])=[O:10].Cl.[F:17][C:18]1[CH:19]=[C:20]([C@@H:29]([C:31]2[C:36]([F:37])=[CH:35][CH:34]=[CH:33][N:32]=2)[NH2:30])[CH:21]=[CH:22][C:23]=1[O:24][C:25]([F:28])([F:27])[F:26].C([O-])(O)=O.[Na+].CCOC(C)=O. (4) Given the product [NH2:14][CH:15]([CH2:27][C:28]1[CH:33]=[CH:32][C:31]([C:34]2[CH:39]=[CH:38][CH:37]=[CH:36][CH:35]=2)=[CH:30][C:29]=1[Cl:40])[C:16]([N:18]1[CH2:26][C:25]2[C:20](=[CH:21][CH:22]=[CH:23][CH:24]=2)[CH2:19]1)=[O:17], predict the reactants needed to synthesize it. The reactants are: C(=[N:14][CH:15]([CH2:27][C:28]1[CH:33]=[CH:32][C:31]([C:34]2[CH:39]=[CH:38][CH:37]=[CH:36][CH:35]=2)=[CH:30][C:29]=1[Cl:40])[C:16]([N:18]1[CH2:26][C:25]2[C:20](=[CH:21][CH:22]=[CH:23][CH:24]=2)[CH2:19]1)=[O:17])(C1C=CC=CC=1)C1C=CC=CC=1.Cl. (5) The reactants are: CN(C(ON1N=NC2C=CC=NC1=2)=[N+](C)C)C.F[P-](F)(F)(F)(F)F.Cl.Cl.[Cl:27][C:28]1[C:29]([F:54])=[C:30]([NH:34][C:35]2[C:44]3[C:39](=[CH:40][C:41]([O:52][CH3:53])=[C:42]([O:45][CH:46]4[CH2:51][CH2:50][NH:49][CH2:48][CH2:47]4)[CH:43]=3)[N:38]=[CH:37][N:36]=2)[CH:31]=[CH:32][CH:33]=1.C(N(C(C)C)CC)(C)C.[CH3:64][C:65]1[C:69]([C:70](O)=[O:71])=[C:68]([CH3:73])[O:67][N:66]=1. Given the product [Cl:27][C:28]1[C:29]([F:54])=[C:30]([NH:34][C:35]2[C:44]3[C:39](=[CH:40][C:41]([O:52][CH3:53])=[C:42]([O:45][CH:46]4[CH2:47][CH2:48][N:49]([C:70]([C:69]5[C:65]([CH3:64])=[N:66][O:67][C:68]=5[CH3:73])=[O:71])[CH2:50][CH2:51]4)[CH:43]=3)[N:38]=[CH:37][N:36]=2)[CH:31]=[CH:32][CH:33]=1, predict the reactants needed to synthesize it.